The task is: Predict the product of the given reaction.. This data is from Forward reaction prediction with 1.9M reactions from USPTO patents (1976-2016). Given the reactants [OH:1][NH:2][C:3]([C:5]1[CH:10]=[CH:9][CH:8]=[CH:7][N:6]=1)=[NH:4].[CH3:11][O:12][C:13]1[CH:21]=[C:17]([C:18](O)=O)[C:16]([OH:22])=[CH:15][CH:14]=1, predict the reaction product. The product is: [CH3:11][O:12][C:13]1[CH:14]=[CH:15][C:16]([OH:22])=[C:17]([C:18]2[O:1][N:2]=[C:3]([C:5]3[CH:10]=[CH:9][CH:8]=[CH:7][N:6]=3)[N:4]=2)[CH:21]=1.